From a dataset of Experimentally validated miRNA-target interactions with 360,000+ pairs, plus equal number of negative samples. Binary Classification. Given a miRNA mature sequence and a target amino acid sequence, predict their likelihood of interaction. (1) The miRNA is mmu-miR-3065-5p with sequence UCAACAAAAUCACUGAUGCUGG. The protein sequence of the target gene is MESGSISRQREDAEMPDSSTTEGPSLEAPQSEIPEVSLCPPDSDSTESQMCPVEIEENQTKSSSPFNSHSSTQLERQVSQGSAYHSPPHKKCPCCGHQQPSQSDVCPGQMNALHQADCAASPVKTLYSCSPSRLPSCHTKMQCHWLHGSHDGSNHKPVQHHMVTVRNDGLHRIPRSYSQVIVEYPMTVLISCTLVLFACSLAGILTGPLPDFSDPLLGFEPRGTDISVRLATWTRLKQNTGPGKPLSPVPWQLTEKTTTGKDTIKSEPQFRERSRRMLHRDNAEHNFFCNAPGERYAQLV.... Result: 0 (no interaction). (2) The miRNA is hsa-miR-296-5p with sequence AGGGCCCCCCCUCAAUCCUGU. The protein sequence of the target gene is MKPVWVATLLWMLLLVPRLGAARKGSPEEASFYYGTFPLGFSWGVGSSAYQTEGAWDQDGKGPSIWDVFTHSGKGKVLGNETADVACDGYYKVQEDIILLRELHVNHYRFSLSWPRLLPTGIRAEQVNKKGIEFYSDLIDALLSSNITPIVTLHHWDLPQLLQVKYGGWQNVSMANYFRDYANLCFEAFGDRVKHWITFSDPRAMAEKGYETGHHAPGLKLRGTGLYKAAHHIIKAHAKAWHSYNTTWRSKQQGLVGISLNCDWGEPVDISNPKDLEAAERYLQFCLGWFANPIYAGDYP.... Result: 0 (no interaction).